Dataset: Reaction yield outcomes from USPTO patents with 853,638 reactions. Task: Predict the reaction yield, written as a fraction of the theoretical maximum amount of product (1.0 means a 100% yield; for example, 0.34 means a 34% yield). (1) The reactants are [Br:1][C:2]1[CH:3]=[CH:4][C:5]([F:30])=[C:6]([C@:8]([NH:22]C(=O)OC(C)(C)C)([CH3:21])[CH2:9][N:10]2[CH:14]=[C:13]([C:15]([F:18])([F:17])[F:16])[N:12]=[C:11]2[C:19]#[N:20])[CH:7]=1. The catalyst is Cl.O1CCOCC1. The product is [Br:1][C:2]1[CH:3]=[CH:4][C:5]([F:30])=[C:6]([C@:8]2([CH3:21])[CH2:9][N:10]3[CH:14]=[C:13]([C:15]([F:17])([F:18])[F:16])[N:12]=[C:11]3[C:19]([NH2:20])=[N:22]2)[CH:7]=1. The yield is 0.640. (2) The reactants are [F:1][C:2]([F:11])([F:10])[C:3]1[N:8]=[CH:7][N:6]=[C:5](O)[CH:4]=1.P(Cl)(Cl)([Cl:14])=O.N1C2C(=CC=CC=2)C=CC=1. The catalyst is C1(C)C=CC=CC=1.O. The product is [Cl:14][C:5]1[CH:4]=[C:3]([C:2]([F:11])([F:10])[F:1])[N:8]=[CH:7][N:6]=1. The yield is 0.216. (3) The reactants are [S-:1][C:2]#[N:3].[K+].Cl[C:6]([C:8]1[CH:17]=[CH:16][C:11]([C:12]([O:14][CH3:15])=[O:13])=[CH:10][CH:9]=1)=[O:7]. The catalyst is C(#N)C. The product is [N:3]([C:6]([C:8]1[CH:17]=[CH:16][C:11]([C:12]([O:14][CH3:15])=[O:13])=[CH:10][CH:9]=1)=[O:7])=[C:2]=[S:1]. The yield is 0.950.